Dataset: Forward reaction prediction with 1.9M reactions from USPTO patents (1976-2016). Task: Predict the product of the given reaction. (1) Given the reactants BrC1C(N2CCN(C(NC3C=CC=CC=3)=O)CC2)=C2N=C(C3C=CC(N(C)C)=CC=3)NC2=NC=1.[Br:35][C:36]1[C:37]([N:46]2[CH2:51][CH2:50][N:49]([CH2:52][C:53]3[CH:54]=[N:55][CH:56]=[CH:57][CH:58]=3)[CH2:48][CH2:47]2)=[C:38]([N+:43]([O-])=O)[C:39]([NH2:42])=[N:40][CH:41]=1.[O-]S(S([O-])=O)=O.[Na+].[Na+].[O:67]1[CH2:72][CH2:71][N:70]([CH2:73][CH2:74][O:75][C:76]2[CH:83]=[CH:82][C:79]([CH:80]=O)=[CH:78][CH:77]=2)[CH2:69][CH2:68]1, predict the reaction product. The product is: [Br:35][C:36]1[C:37]([N:46]2[CH2:51][CH2:50][N:49]([CH2:52][C:53]3[CH:54]=[N:55][CH:56]=[CH:57][CH:58]=3)[CH2:48][CH2:47]2)=[C:38]2[N:43]=[C:80]([C:79]3[CH:78]=[CH:77][C:76]([O:75][CH2:74][CH2:73][N:70]4[CH2:69][CH2:68][O:67][CH2:72][CH2:71]4)=[CH:83][CH:82]=3)[NH:42][C:39]2=[N:40][CH:41]=1. (2) Given the reactants [CH3:1][N:2]([CH3:8])[CH:3]1[CH2:7][CH2:6][NH:5][CH2:4]1.[Br:9][C:10]1[CH:15]=[CH:14][C:13]([S:16](Cl)(=[O:18])=[O:17])=[CH:12][CH:11]=1, predict the reaction product. The product is: [Br:9][C:10]1[CH:15]=[CH:14][C:13]([S:16]([N:5]2[CH2:6][CH2:7][CH:3]([N:2]([CH3:8])[CH3:1])[CH2:4]2)(=[O:18])=[O:17])=[CH:12][CH:11]=1.